This data is from Forward reaction prediction with 1.9M reactions from USPTO patents (1976-2016). The task is: Predict the product of the given reaction. Given the reactants [Cl:1][C:2]1[CH:3]=[CH:4][C:5]([C@@:8]([NH:30][C:31]([NH:33][C@H:34]2[CH2:38][CH2:37][CH2:36][C@H:35]2[OH:39])=O)([C:16]2[CH:21]=[C:20]([O:22][C:23]([F:28])([F:27])[CH:24]([F:26])[F:25])[CH:19]=[C:18]([F:29])[CH:17]=2)[CH2:9][C:10]2[CH:15]=[CH:14][CH:13]=[CH:12][CH:11]=2)=[N:6][CH:7]=1.CCN(S(F)(F)F)CC, predict the reaction product. The product is: [Cl:1][C:2]1[CH:3]=[CH:4][C:5]([C@@:8]([NH:30][C:31]2[O:39][C@H:35]3[CH2:36][CH2:37][CH2:38][C@@H:34]3[N:33]=2)([C:16]2[CH:21]=[C:20]([O:22][C:23]([F:28])([F:27])[CH:24]([F:26])[F:25])[CH:19]=[C:18]([F:29])[CH:17]=2)[CH2:9][C:10]2[CH:15]=[CH:14][CH:13]=[CH:12][CH:11]=2)=[N:6][CH:7]=1.